From a dataset of Forward reaction prediction with 1.9M reactions from USPTO patents (1976-2016). Predict the product of the given reaction. (1) Given the reactants C([Mg]Cl)CCC.C([Li])CCC.CCCCCC.[Br:18][C:19]1[CH:24]=[CH:23][C:22](Br)=[CH:21][N:20]=1.CN([CH:29]=[O:30])C, predict the reaction product. The product is: [Br:18][C:19]1[N:20]=[CH:21][C:22]([CH:29]=[O:30])=[CH:23][CH:24]=1. (2) Given the reactants [C:1](N1C=CN=C1)(N1C=CN=C1)=[O:2].[CH3:13][NH:14][CH2:15][C@H:16]([C:18]1[CH:23]=[N:22][CH:21]=[CH:20][N:19]=1)[OH:17], predict the reaction product. The product is: [CH3:13][N:14]1[CH2:15][C@H:16]([C:18]2[CH:23]=[N:22][CH:21]=[CH:20][N:19]=2)[O:17][C:1]1=[O:2].